Dataset: Full USPTO retrosynthesis dataset with 1.9M reactions from patents (1976-2016). Task: Predict the reactants needed to synthesize the given product. (1) Given the product [OH:37][CH2:36][CH2:35][O:34][CH2:33][CH2:32][NH:31][C:28]([C:25]1[CH2:24][CH2:23][NH:22][C:21]2[N:20]=[CH:19][N:18]=[C:17]([NH:16][C:4]3[CH:5]=[CH:6][C:7]([O:8][C:9]4[CH:10]=[N:11][C:12]([CH3:15])=[CH:13][CH:14]=4)=[C:2]([CH3:1])[CH:3]=3)[C:27]=2[CH:26]=1)=[O:30], predict the reactants needed to synthesize it. The reactants are: [CH3:1][C:2]1[CH:3]=[C:4]([NH:16][C:17]2[C:27]3[CH:26]=[C:25]([C:28]([OH:30])=O)[CH2:24][CH2:23][NH:22][C:21]=3[N:20]=[CH:19][N:18]=2)[CH:5]=[CH:6][C:7]=1[O:8][C:9]1[CH:10]=[N:11][C:12]([CH3:15])=[CH:13][CH:14]=1.[NH2:31][CH2:32][CH2:33][O:34][CH2:35][CH2:36][OH:37].Cl.C(N=C=NCCCN(C)C)C.O.ON1C2C=CC=CC=2N=N1. (2) Given the product [F:1][C:2]1[CH:7]=[CH:6][C:5]([CH:8]([O:15][C:16]2[CH:17]=[CH:18][C:19]([CH2:25][CH2:26][C:27]3[CH:28]=[CH:29][C:30]([F:33])=[CH:31][CH:32]=3)=[C:20]([CH:24]=2)[C:21]([NH:34][C@@H:35]([CH2:43][CH2:44][S:45]([CH3:48])(=[O:47])=[O:46])[C:36]([O:38][C:39]([CH3:41])([CH3:42])[CH3:40])=[O:37])=[O:22])[CH2:9][N:10]2[CH:14]=[CH:13][N:12]=[CH:11]2)=[CH:4][CH:3]=1, predict the reactants needed to synthesize it. The reactants are: [F:1][C:2]1[CH:7]=[CH:6][C:5]([CH:8]([O:15][C:16]2[CH:17]=[CH:18][C:19]([CH2:25][CH2:26][C:27]3[CH:32]=[CH:31][C:30]([F:33])=[CH:29][CH:28]=3)=[C:20]([CH:24]=2)[C:21](O)=[O:22])[CH2:9][N:10]2[CH:14]=[CH:13][N:12]=[CH:11]2)=[CH:4][CH:3]=1.[NH2:34][C@@H:35]([CH2:43][CH2:44][S:45]([CH3:48])(=[O:47])=[O:46])[C:36]([O:38][C:39]([CH3:42])([CH3:41])[CH3:40])=[O:37].CCN=C=NCCCN(C)C.Cl.